Dataset: Catalyst prediction with 721,799 reactions and 888 catalyst types from USPTO. Task: Predict which catalyst facilitates the given reaction. (1) Reactant: ClC(Cl)(O[C:5](=[O:11])OC(Cl)(Cl)Cl)Cl.[F:13][C:14]1[CH:19]=[CH:18][C:17]([C@H:20]2[CH2:25][C@:24]([NH:29][C:30](=[O:39])[O:31][CH2:32][C:33]3[CH:38]=[CH:37][CH:36]=[CH:35][CH:34]=3)([CH2:26][CH:27]=[CH2:28])[CH2:23][CH2:22][NH:21]2)=[C:16]([CH3:40])[CH:15]=1.[F:41][C:42]([F:57])([F:56])[C:43]1[CH:44]=[C:45]([CH2:53][NH:54][CH3:55])[CH:46]=[C:47]([C:49]([F:52])([F:51])[F:50])[CH:48]=1.C([O-])(O)=O.[Na+]. Product: [F:41][C:42]([F:56])([F:57])[C:43]1[CH:44]=[C:45]([CH2:53][N:54]([CH3:55])[C:5]([N:21]2[CH2:22][CH2:23][C@@:24]([NH:29][C:30](=[O:39])[O:31][CH2:32][C:33]3[CH:34]=[CH:35][CH:36]=[CH:37][CH:38]=3)([CH2:26][CH:27]=[CH2:28])[CH2:25][C@@H:20]2[C:17]2[CH:18]=[CH:19][C:14]([F:13])=[CH:15][C:16]=2[CH3:40])=[O:11])[CH:46]=[C:47]([C:49]([F:50])([F:51])[F:52])[CH:48]=1. The catalyst class is: 13. (2) Reactant: Br[CH2:2][C:3]([C:5]1[CH:10]=[CH:9][CH:8]=[CH:7][C:6]=1[Cl:11])=O.[S-:12][C:13]#[N:14].[Na+].[CH:16]1([CH2:19][NH2:20])[CH2:18][CH2:17]1. Product: [Cl:11][C:6]1[CH:7]=[CH:8][CH:9]=[CH:10][C:5]=1[C:3]1[N:14]=[C:13]([NH:20][CH2:19][CH:16]2[CH2:18][CH2:17]2)[S:12][CH:2]=1. The catalyst class is: 8. (3) Reactant: [NH2:1][CH2:2][C:3]([CH3:7])([CH3:6])[CH2:4][OH:5].CCN(C(C)C)C(C)C.[Cl:17][C:18]1[CH:23]=[CH:22][C:21]([C:24]([NH:26][CH2:27][C:28]2[S:32][C:31]([S:33](Cl)(=[O:35])=[O:34])=[CH:30][CH:29]=2)=[O:25])=[CH:20][CH:19]=1.C(Cl)Cl. Product: [Cl:17][C:18]1[CH:19]=[CH:20][C:21]([C:24]([NH:26][CH2:27][C:28]2[S:32][C:31]([S:33](=[O:35])(=[O:34])[NH:1][CH2:2][C:3]([CH3:7])([CH3:6])[CH2:4][OH:5])=[CH:30][CH:29]=2)=[O:25])=[CH:22][CH:23]=1. The catalyst class is: 3. (4) Reactant: C1(=O)[N:5]([O:6][CH2:7][CH2:8][CH2:9][C:10]([O:12][CH3:13])=[O:11])C(=O)C2=CC=CC=C12.CNN. Product: [NH2:5][O:6][CH2:7][CH2:8][CH2:9][C:10]([O:12][CH3:13])=[O:11]. The catalyst class is: 4. (5) Reactant: [CH3:1][N:2]([C:12]1[CH:17]=[CH:16][CH:15]=[CH:14][CH:13]=1)[C:3]1[CH:4]=[C:5]([CH:9]=[CH:10][CH:11]=1)[C:6]([OH:8])=O.Cl.[Cl:19][C:20]1[CH:21]=[C:22]2[C:26](=[CH:27][CH:28]=1)[NH:25][CH:24]=[C:23]2[CH2:29][CH2:30][NH2:31].CN(C(ON1N=NC2C=CC=NC1=2)=[N+](C)C)C.F[P-](F)(F)(F)(F)F.C(N(CC)C(C)C)(C)C. Product: [Cl:19][C:20]1[CH:21]=[C:22]2[C:26](=[CH:27][CH:28]=1)[NH:25][CH:24]=[C:23]2[CH2:29][CH2:30][NH:31][C:6](=[O:8])[C:5]1[CH:9]=[CH:10][CH:11]=[C:3]([N:2]([CH3:1])[C:12]2[CH:17]=[CH:16][CH:15]=[CH:14][CH:13]=2)[CH:4]=1. The catalyst class is: 3. (6) Reactant: [N+:1]([C:4]1[CH:9]=[C:8]([C:10]([F:13])([F:12])[F:11])[CH:7]=[CH:6][C:5]=1[NH:14][CH2:15][CH2:16][OH:17])([O-:3])=[O:2].[CH3:18][C:19]([Si:22](Cl)([CH3:24])[CH3:23])([CH3:21])[CH3:20].N1C=CN=C1. Product: [Si:22]([O:17][CH2:16][CH2:15][NH:14][C:5]1[CH:6]=[CH:7][C:8]([C:10]([F:11])([F:12])[F:13])=[CH:9][C:4]=1[N+:1]([O-:3])=[O:2])([C:19]([CH3:21])([CH3:20])[CH3:18])([CH3:24])[CH3:23]. The catalyst class is: 39. (7) Reactant: [C:1]([C:5]1[CH:6]=[C:7]([NH:11][C:12]([C@H:14]2[CH2:19][CH2:18][CH2:17][NH:16][C@H:15]2[CH:20]2[CH2:24][CH2:23][CH2:22][CH2:21]2)=[O:13])[CH:8]=[CH:9][CH:10]=1)([CH3:4])([CH3:3])[CH3:2].CCN(CC)CC.[CH3:32][C:33]1[CH:41]=[CH:40][CH:39]=[CH:38][C:34]=1[C:35](Cl)=[O:36]. Product: [C:1]([C:5]1[CH:6]=[C:7]([NH:11][C:12]([C@H:14]2[CH2:19][CH2:18][CH2:17][N:16]([C:35](=[O:36])[C:34]3[CH:38]=[CH:39][CH:40]=[CH:41][C:33]=3[CH3:32])[C@H:15]2[CH:20]2[CH2:21][CH2:22][CH2:23][CH2:24]2)=[O:13])[CH:8]=[CH:9][CH:10]=1)([CH3:4])([CH3:2])[CH3:3]. The catalyst class is: 124.